The task is: Predict the reaction yield, written as a fraction of the theoretical maximum amount of product (1.0 means a 100% yield; for example, 0.34 means a 34% yield).. This data is from Reaction yield outcomes from USPTO patents with 853,638 reactions. (1) The reactants are [S:1]1[C:5]2[CH:6]=[C:7]([C:10]([OH:12])=O)[CH:8]=[CH:9][C:4]=2[N:3]=[CH:2]1.[CH2:13]1[C@H:22]2[C@H:17]([CH2:18][CH2:19][C:20]3[CH:26]=[CH:25][CH:24]=[CH:23][C:21]=32)[NH:16][CH2:15][CH2:14]1.F[P-](F)(F)(F)(F)F.N1(OC(N(C)C)=[N+](C)C)C2N=CC=CC=2N=N1. No catalyst specified. The product is [S:1]1[C:5]2[CH:6]=[C:7]([C:10]([N:16]3[C@@H:17]4[C@@H:22]([C:21]5[CH:23]=[CH:24][CH:25]=[CH:26][C:20]=5[CH2:19][CH2:18]4)[CH2:13][CH2:14][CH2:15]3)=[O:12])[CH:8]=[CH:9][C:4]=2[N:3]=[CH:2]1. The yield is 0.240. (2) The reactants are [OH:1][CH:2]1[C:6]2[N:7]=[CH:8][N:9]=[C:10]([N:11]3[CH2:16][CH2:15][N:14](C(OC(C)(C)C)=O)[CH2:13][CH2:12]3)[C:5]=2[CH2:4][CH2:3]1.[ClH:24]. The catalyst is C(Cl)Cl.O1CCOCC1. The product is [ClH:24].[ClH:24].[N:11]1([C:10]2[C:5]3[CH2:4][CH2:3][CH:2]([OH:1])[C:6]=3[N:7]=[CH:8][N:9]=2)[CH2:12][CH2:13][NH:14][CH2:15][CH2:16]1. The yield is 0.980.